From a dataset of Cav3 T-type calcium channel HTS with 100,875 compounds. Binary Classification. Given a drug SMILES string, predict its activity (active/inactive) in a high-throughput screening assay against a specified biological target. (1) The compound is s1c2n(nc1c1ccncc1)c(nn2)c1ccc(C(C)(C)C)cc1. The result is 0 (inactive). (2) The molecule is s1c(N2CCN(C(=O)NC34CC5CC(C3)CC(C4)C5)CC2)nc(c1)c1cc(OC)ccc1. The result is 1 (active). (3) The molecule is O=C1N(c2c(C1Cc1n(c(=O)c3c(n1)cccc3)c1ccccc1)cccc2)CC. The result is 0 (inactive). (4) The compound is O1C2(NC(C1)(CO)CO)CCC(CC2)C(C)(C)C. The result is 0 (inactive). (5) The drug is Clc1ccc(NC(=O)N2C(CCC2)C(=O)Nc2cc(NC(=O)C)ccc2)cc1. The result is 0 (inactive). (6) The molecule is S(c1nc(cc(c1C#N)C(F)(F)F)C)c1ccccc1. The result is 0 (inactive). (7) The molecule is OCCC(Nc1[nH]c2c(n(c(=O)n(c2=O)C)C)n1)C. The result is 0 (inactive).